This data is from Catalyst prediction with 721,799 reactions and 888 catalyst types from USPTO. The task is: Predict which catalyst facilitates the given reaction. (1) Reactant: CC(C)([O-])C.[K+].[O:7]1[CH2:10][CH:9]([OH:11])[CH2:8]1.Cl[C:13]1[N:14]=[N:15][CH:16]=[C:17]([N:19]2[CH:23]=[CH:22][C:21]([I:24])=[N:20]2)[CH:18]=1. Product: [I:24][C:21]1[CH:22]=[CH:23][N:19]([C:17]2[CH:18]=[C:13]([O:11][CH:9]3[CH2:10][O:7][CH2:8]3)[N:14]=[N:15][CH:16]=2)[N:20]=1. The catalyst class is: 49. (2) Reactant: [C:1]1([OH:8])[CH:6]=[CH:5][CH:4]=[C:3]([OH:7])[CH:2]=1.I[CH:10]([CH3:12])[CH3:11].[OH-].[K+].[OH-].[Na+]. Product: [CH3:11][CH:10]([O:7][C:3]1[CH:2]=[C:1]([OH:8])[CH:6]=[CH:5][CH:4]=1)[CH3:12]. The catalyst class is: 40. (3) Reactant: C(OC([NH:8][C@@H:9]([CH3:40])[C:10]([O:12][C@@H:13]1[CH2:29][C@@H:28]2[C@@:16]([CH3:39])([C@@H:17]3[C@@H:25]([CH2:26][CH2:27]2)[C@:24]2(O)[C@@:20]([CH3:38])([C@@H:21]([C:31]4[CH:32]=[CH:33][C:34](=[O:37])[O:35][CH:36]=4)[CH2:22][CH2:23]2)[CH2:19][CH2:18]3)[CH2:15][CH2:14]1)=[O:11])=O)(C)(C)C.Cl. Product: [CH3:39][C@:16]12[CH2:15][CH2:14][C@H:13]([O:12][C:10](=[O:11])[C@@H:9]([NH2:8])[CH3:40])[CH2:29][C@H:28]1[CH2:27][CH2:26][C@@H:25]1[C@@H:17]2[CH2:18][CH2:19][C@@:20]2([CH3:38])[C:24]1=[CH:23][CH2:22][C@@H:21]2[C:31]1[CH:32]=[CH:33][C:34](=[O:37])[O:35][CH:36]=1. The catalyst class is: 25. (4) Reactant: [C:1]1([C:7](=[CH2:21])[C:8]([C:10]2[CH:20]=[CH:19][C:13]3[O:14][CH2:15][C:16](=[O:18])[NH:17][C:12]=3[CH:11]=2)=O)[CH:6]=[CH:5][CH:4]=[CH:3][CH:2]=1.[F:22][C:23]([F:28])([F:27])[CH2:24][NH:25][NH2:26]. Product: [C:1]1([CH:7]2[CH2:21][N:25]([CH2:24][C:23]([F:28])([F:27])[F:22])[N:26]=[C:8]2[C:10]2[CH:20]=[CH:19][C:13]3[O:14][CH2:15][C:16](=[O:18])[NH:17][C:12]=3[CH:11]=2)[CH:6]=[CH:5][CH:4]=[CH:3][CH:2]=1. The catalyst class is: 5. (5) The catalyst class is: 5. Reactant: C(#N)C.[CH2:4]([N:6]([CH2:43][CH3:44])[CH2:7][CH2:8][CH2:9][NH:10][C:11]1[N:12]=[C:13]([C:30]2[CH:31]=[C:32]([CH:39]=[CH:40][C:41]=2[CH3:42])[C:33]([NH:35][CH2:36][CH2:37][CH3:38])=[O:34])[C:14]2[CH2:19][NH:18][C:17](=[O:20])[N:16]([C:21]3[C:26]([F:27])=[CH:25][CH:24]=[CH:23][C:22]=3[F:28])[C:15]=2[N:29]=1)[CH3:5].[CH2:45]([S:51]([OH:54])(=[O:53])=[O:52])[CH2:46][S:47]([OH:50])(=[O:49])=[O:48]. Product: [OH2:20].[CH2:45]([S:51]([OH:54])(=[O:53])=[O:52])[CH2:46][S:47]([OH:50])(=[O:49])=[O:48].[CH2:43]([N:6]([CH2:4][CH3:5])[CH2:7][CH2:8][CH2:9][NH:10][C:11]1[N:12]=[C:13]([C:30]2[CH:31]=[C:32]([CH:39]=[CH:40][C:41]=2[CH3:42])[C:33]([NH:35][CH2:36][CH2:37][CH3:38])=[O:34])[C:14]2[CH2:19][NH:18][C:17](=[O:20])[N:16]([C:21]3[C:22]([F:28])=[CH:23][CH:24]=[CH:25][C:26]=3[F:27])[C:15]=2[N:29]=1)[CH3:44]. (6) Product: [CH3:16][CH:10]1[CH:11]([C:12]([O:14][CH3:15])=[O:13])[C:7](=[O:6])[CH2:8][S:9]1. The catalyst class is: 162. Reactant: CC[O-].[Na+].C[O:6][C:7](=O)[CH2:8][S:9][CH:10]([CH3:16])[CH2:11][C:12]([O:14][CH3:15])=[O:13].C(O)(=O)C. (7) Product: [Cl:16][C:17]1[C:22]([CH3:1])=[N:21][CH:20]=[C:19]([Cl:23])[N:18]=1. Reactant: [CH2:1]([Li])CCC.CC1(C)CCCC(C)(C)N1.[Cl:16][C:17]1[CH:22]=[N:21][CH:20]=[C:19]([Cl:23])[N:18]=1.IC. The catalyst class is: 7. (8) Reactant: [CH3:1][N:2]([S:15]([C:18]1[CH:19]=[N:20][CH:21]=[CH:22][CH:23]=1)(=[O:17])=[O:16])[C:3]1[CH:4]=[CH:5][CH:6]=[C:7]2[C:11]=1[NH:10][C:9]([C:12](=[S:14])[NH2:13])=[CH:8]2.[C:24]([O:29][CH2:30][CH3:31])(=[O:28])[C:25]#[C:26][CH3:27].C(P(CCCC)CCCC)CCC.ClCCl. Product: [CH2:30]([O:29][C:24](=[O:28])[CH2:25][CH:26]1[S:14][C:12]([C:9]2[NH:10][C:11]3[C:7]([CH:8]=2)=[CH:6][CH:5]=[CH:4][C:3]=3[N:2]([CH3:1])[S:15]([C:18]2[CH:19]=[N:20][CH:21]=[CH:22][CH:23]=2)(=[O:17])=[O:16])=[N:13][CH2:27]1)[CH3:31]. The catalyst class is: 7. (9) Reactant: [C:1]1([CH:7]([C:16]2[CH:21]=[CH:20][CH:19]=[CH:18][CH:17]=2)[O:8][CH:9]2[CH2:14][CH2:13][N:12](C)[CH2:11][CH2:10]2)[CH:6]=[CH:5][CH:4]=[CH:3][CH:2]=1.Cl.Cl[C:24]([O:26][CH2:27][CH3:28])=[O:25]. The catalyst class is: 11. Product: [C:16]1([CH:7]([C:1]2[CH:2]=[CH:3][CH:4]=[CH:5][CH:6]=2)[O:8][CH:9]2[CH2:14][CH2:13][N:12]([C:24]([O:26][CH2:27][CH3:28])=[O:25])[CH2:11][CH2:10]2)[CH:17]=[CH:18][CH:19]=[CH:20][CH:21]=1. (10) Reactant: Br[CH:2]([C:18]1[CH:23]=[CH:22][C:21]([F:24])=[CH:20][CH:19]=1)[C:3]([C:5]1[C:13]2[C:8](=[CH:9][CH:10]=[C:11]([CH2:14][CH2:15][CH2:16][OH:17])[CH:12]=2)[NH:7][CH:6]=1)=[O:4].[CH3:25][O:26][C:27]1[CH:28]=[C:29]([CH:31]=[C:32]([O:34][CH3:35])[CH:33]=1)[NH2:30]. Product: [CH3:35][O:34][C:32]1[CH:31]=[C:29]([NH:30][CH:2]([C:18]2[CH:23]=[CH:22][C:21]([F:24])=[CH:20][CH:19]=2)[C:3]([C:5]2[C:13]3[C:8](=[CH:9][CH:10]=[C:11]([CH2:14][CH2:15][CH2:16][OH:17])[CH:12]=3)[NH:7][CH:6]=2)=[O:4])[CH:28]=[C:27]([O:26][CH3:25])[CH:33]=1. The catalyst class is: 10.